Dataset: Full USPTO retrosynthesis dataset with 1.9M reactions from patents (1976-2016). Task: Predict the reactants needed to synthesize the given product. (1) Given the product [CH2:1]([N:3]([CH2:21][C:19]1[S:18][C:9]2[N:10]=[C:11]([C:13]3[O:14][CH:15]=[CH:16][CH:17]=3)[N:12]=[C:7]([NH2:6])[C:8]=2[CH:20]=1)[CH2:4][CH3:5])[CH3:2], predict the reactants needed to synthesize it. The reactants are: [CH2:1]([NH:3][CH2:4][CH3:5])[CH3:2].[NH2:6][C:7]1[C:8]2[CH:20]=[C:19]([CH:21]=O)[S:18][C:9]=2[N:10]=[C:11]([C:13]2[O:14][CH:15]=[CH:16][CH:17]=2)[N:12]=1.C(C1SC(C#N)=CC=1)(C)(C)C. (2) The reactants are: [OH-].[Li+].[CH3:3][C:4]([O:7][C@H:8]([CH3:44])[C@@H:9]([C:40]([O:42]C)=[O:41])[NH:10][C:11]([C:13]1[CH:18]=[CH:17][C:16]([C:19]2[CH:24]=[CH:23][CH:22]=[CH:21][C:20]=2[O:25][CH3:26])=[CH:15][C:14]=1[NH:27][C:28]([NH:30][C:31]1[C:36]([CH3:37])=[CH:35][C:34]([CH3:38])=[CH:33][C:32]=1[CH3:39])=[O:29])=[O:12])([CH3:6])[CH3:5].CO.O. Given the product [CH3:6][C:4]([O:7][C@H:8]([CH3:44])[C@@H:9]([C:40]([OH:42])=[O:41])[NH:10][C:11]([C:13]1[CH:18]=[CH:17][C:16]([C:19]2[CH:24]=[CH:23][CH:22]=[CH:21][C:20]=2[O:25][CH3:26])=[CH:15][C:14]=1[NH:27][C:28]([NH:30][C:31]1[C:32]([CH3:39])=[CH:33][C:34]([CH3:38])=[CH:35][C:36]=1[CH3:37])=[O:29])=[O:12])([CH3:3])[CH3:5], predict the reactants needed to synthesize it. (3) Given the product [S:1]1[C:5]2[CH:6]=[CH:7][C:8]([CH2:10][CH2:11][O:12][CH2:13][CH2:14][CH2:15][N:16]3[CH2:20][CH2:19][CH:18]([NH:21][C:29](=[O:31])[CH3:30])[CH2:17]3)=[CH:9][C:4]=2[CH:3]=[CH:2]1, predict the reactants needed to synthesize it. The reactants are: [S:1]1[C:5]2[CH:6]=[CH:7][C:8]([CH2:10][CH2:11][O:12][CH2:13][CH2:14][CH2:15][N:16]3[CH2:20][CH2:19][CH:18]([NH2:21])[CH2:17]3)=[CH:9][C:4]=2[CH:3]=[CH:2]1.C(N(CC)CC)C.[C:29](Cl)(=[O:31])[CH3:30].O. (4) Given the product [Br:1][C:2]1[CH:3]=[C:4]([I:9])[C:5](=[O:8])[NH:6][CH:7]=1, predict the reactants needed to synthesize it. The reactants are: [Br:1][C:2]1[CH:3]=[CH:4][C:5](=[O:8])[NH:6][CH:7]=1.[I:9]N1C(=O)CCC1=O. (5) Given the product [F:18][C:19]1[CH:24]=[CH:23][C:22]([C:2]2[N:7]=[CH:6][N:5]=[C:4]([NH:8][C:9]3[CH:14]=[CH:13][CH:12]=[C:11]([CH2:15][S:16][CH3:17])[CH:10]=3)[N:3]=2)=[C:21]([O:28][CH3:29])[CH:20]=1, predict the reactants needed to synthesize it. The reactants are: Cl[C:2]1[N:7]=[CH:6][N:5]=[C:4]([NH:8][C:9]2[CH:14]=[CH:13][CH:12]=[C:11]([CH2:15][S:16][CH3:17])[CH:10]=2)[N:3]=1.[F:18][C:19]1[CH:24]=[CH:23][C:22](B(O)O)=[C:21]([O:28][CH3:29])[CH:20]=1. (6) Given the product [N:28]1[CH:29]=[CH:30][CH:31]=[CH:32][C:27]=1[NH:26][C:23]([C:16]1[C:17]2[N:18]=[CH:19][CH:20]=[N:21][C:22]=2[C:13]([C:3]2[C:2]([F:1])=[C:7]([O:8][CH3:9])[CH:6]=[C:5]([O:10][CH3:11])[C:4]=2[F:12])=[CH:14][CH:15]=1)=[O:24], predict the reactants needed to synthesize it. The reactants are: [F:1][C:2]1[C:7]([O:8][CH3:9])=[CH:6][C:5]([O:10][CH3:11])=[C:4]([F:12])[C:3]=1[C:13]1[C:22]2[N:21]=[CH:20][CH:19]=[N:18][C:17]=2[C:16]([C:23](O)=[O:24])=[CH:15][CH:14]=1.[NH2:26][C:27]1[CH:32]=[CH:31][CH:30]=[CH:29][N:28]=1.